Dataset: Catalyst prediction with 721,799 reactions and 888 catalyst types from USPTO. Task: Predict which catalyst facilitates the given reaction. (1) Reactant: [CH:1]1([C:4]2[N:8]([CH3:9])[C:7]3[CH:10]=[C:11]([N:14]4[CH:19]=[CH:18][C:17]([OH:20])=[CH:16][C:15]4=[O:21])[CH:12]=[CH:13][C:6]=3[N:5]=2)[CH2:3][CH2:2]1.[CH3:22][C:23]1[CH:28]=[CH:27][C:26]([CH2:29]O)=[CH:25][CH:24]=1.C(P(CCCC)CCCC)CCC.N(C(N1CCCCC1)=O)=NC(N1CCCCC1)=O. Product: [CH:1]1([C:4]2[N:8]([CH3:9])[C:7]3[CH:10]=[C:11]([N:14]4[CH:19]=[CH:18][C:17]([O:20][CH2:22][C:23]5[CH:28]=[CH:27][C:26]([CH3:29])=[CH:25][CH:24]=5)=[CH:16][C:15]4=[O:21])[CH:12]=[CH:13][C:6]=3[N:5]=2)[CH2:2][CH2:3]1. The catalyst class is: 1. (2) Reactant: [Cl:1][C:2]1[N:3]=[C:4]([C:7]2[CH:12]=[CH:11][CH:10]=[CH:9][C:8]=2[NH:13][C:14]([O:16][CH2:17][CH:18]2[CH2:23][CH2:22][N:21](C(OC(C)(C)C)=O)[CH2:20][CH2:19]2)=[O:15])[S:5][CH:6]=1.[F:31][C:32]([F:37])([F:36])[C:33]([OH:35])=[O:34]. Product: [F:31][C:32]([F:37])([F:36])[C:33]([OH:35])=[O:34].[Cl:1][C:2]1[N:3]=[C:4]([C:7]2[CH:12]=[CH:11][CH:10]=[CH:9][C:8]=2[NH:13][C:14](=[O:15])[O:16][CH2:17][CH:18]2[CH2:19][CH2:20][NH:21][CH2:22][CH2:23]2)[S:5][CH:6]=1. The catalyst class is: 4. (3) Reactant: [F:1][C:2]1[CH:3]=[N:4][C:5]([NH:8][C:9]2[S:10][C:11]3[CH2:17][CH2:16][N:15]([CH2:18][CH:19]4[CH2:24][CH2:23][N:22](C(OC(C)(C)C)=O)[CH2:21][CH2:20]4)[C:14]4=[N:32][N:33](CC5C=CC(OC)=CC=5)[CH:34]=[C:13]4[C:12]=3[N:44]=2)=[N:6][CH:7]=1. Product: [F:1][C:2]1[CH:3]=[N:4][C:5]([NH:8][C:9]2[S:10][C:11]3[CH2:17][CH2:16][N:15]([CH2:18][CH:19]4[CH2:24][CH2:23][NH:22][CH2:21][CH2:20]4)[C:14]4[NH:32][N:33]=[CH:34][C:13]=4[C:12]=3[N:44]=2)=[N:6][CH:7]=1. The catalyst class is: 67. (4) Reactant: [C:1]([O:5][C:6]([NH:8][C@@H:9]([CH2:17][CH3:18])[C:10](=O)[CH2:11][C:12]([O:14][CH3:15])=[O:13])=[O:7])([CH3:4])([CH3:3])[CH3:2].CC(C)([O-])C.[K+].N12CCN(CC1)CC2.C[N:34](/[CH:36]=[C:37](\[Cl:42])/[CH:38]=[N+](C)C)C.F[P-](F)(F)(F)(F)F.C([O-])(=O)C.[NH4+]. Product: [C:1]([O:5][C:6]([NH:8][C@H:9]([C:10]1[N:34]=[CH:36][C:37]([Cl:42])=[CH:38][C:11]=1[C:12]([O:14][CH3:15])=[O:13])[CH2:17][CH3:18])=[O:7])([CH3:4])([CH3:3])[CH3:2]. The catalyst class is: 56. (5) Reactant: C(=O)([O-])[O-].[K+].[K+].Br[CH2:8][CH2:9]Br.[NH2:11][C:12]1[CH:17]=[CH:16][CH:15]=[CH:14][C:13]=1[SH:18]. Product: [S:18]1[C:13]2[CH:14]=[CH:15][CH:16]=[CH:17][C:12]=2[NH:11][CH2:9][CH2:8]1. The catalyst class is: 21. (6) Reactant: [I:1][C:2]1[CH:3]=[C:4]([CH3:9])[C:5]([NH2:8])=[N:6][CH:7]=1.Br[CH:11]([CH3:17])[C:12]([CH:14]1[CH2:16][CH2:15]1)=O.[Cl-].[Cl-].[Ca+2]. Product: [CH:14]1([C:12]2[N:8]=[C:5]3[C:4]([CH3:9])=[CH:3][C:2]([I:1])=[CH:7][N:6]3[C:11]=2[CH3:17])[CH2:16][CH2:15]1. The catalyst class is: 3.